From a dataset of Catalyst prediction with 721,799 reactions and 888 catalyst types from USPTO. Predict which catalyst facilitates the given reaction. (1) Reactant: [CH3:1][C:2]1[N:6]=[C:5]([CH:7]([NH:18]C(=O)OC(C)(C)C)[C:8]2[CH:13]=[CH:12][CH:11]=[C:10]([C:14]([F:17])([F:16])[F:15])[CH:9]=2)[O:4][N:3]=1.[ClH:26]. Product: [ClH:26].[CH3:1][C:2]1[N:6]=[C:5]([CH:7]([C:8]2[CH:13]=[CH:12][CH:11]=[C:10]([C:14]([F:17])([F:15])[F:16])[CH:9]=2)[NH2:18])[O:4][N:3]=1. The catalyst class is: 269. (2) Reactant: Cl[C:2]1[S:3][C:4]2[C:9]([Cl:10])=[N:8][C:7]([C:11]([F:14])([F:13])[F:12])=[N:6][C:5]=2[N:15]=1.[F:16][C:17]([F:48])([F:47])[O:18][C:19]1[CH:46]=[CH:45][C:22]([CH2:23][NH:24][C:25]([C@H:27]2[CH2:32][NH:31][CH2:30][CH2:29][N:28]2[S:33]([C:36]2[CH:41]=[CH:40][C:39]([CH:42]3[CH2:44][CH2:43]3)=[CH:38][CH:37]=2)(=[O:35])=[O:34])=[O:26])=[CH:21][CH:20]=1.C(N(CC)C(C)C)(C)C. Product: [F:48][C:17]([F:16])([F:47])[O:18][C:19]1[CH:46]=[CH:45][C:22]([CH2:23][NH:24][C:25]([C@H:27]2[CH2:32][N:31]([C:2]3[S:3][C:4]4[C:9]([Cl:10])=[N:8][C:7]([C:11]([F:14])([F:13])[F:12])=[N:6][C:5]=4[N:15]=3)[CH2:30][CH2:29][N:28]2[S:33]([C:36]2[CH:41]=[CH:40][C:39]([CH:42]3[CH2:43][CH2:44]3)=[CH:38][CH:37]=2)(=[O:34])=[O:35])=[O:26])=[CH:21][CH:20]=1. The catalyst class is: 22. (3) Reactant: [F:1][C:2]1[N:10]=[C:9]2[C:5]([N:6]=[CH:7][N:8]2C2CCCCO2)=[C:4]([NH:17][CH:18]([C:20]2[N:21]([C:32]3[CH:37]=[CH:36][CH:35]=[CH:34][CH:33]=3)[C:22](=[O:31])[C:23]3[C:28]([CH:29]=2)=[CH:27][CH:26]=[CH:25][C:24]=3[CH3:30])[CH3:19])[N:3]=1.C([O-])(O)=O.[Na+]. Product: [F:1][C:2]1[N:10]=[C:9]2[C:5]([N:6]=[CH:7][NH:8]2)=[C:4]([NH:17][C@H:18]([C:20]2[N:21]([C:32]3[CH:37]=[CH:36][CH:35]=[CH:34][CH:33]=3)[C:22](=[O:31])[C:23]3[C:28]([CH:29]=2)=[CH:27][CH:26]=[CH:25][C:24]=3[CH3:30])[CH3:19])[N:3]=1.[F:1][C:2]1[N:10]=[C:9]2[C:5]([N:6]=[CH:7][NH:8]2)=[C:4]([NH:17][CH:18]([C:20]2[N:21]([C:32]3[CH:37]=[CH:36][CH:35]=[CH:34][CH:33]=3)[C:22](=[O:31])[C:23]3[C:28]([CH:29]=2)=[CH:27][CH:26]=[CH:25][C:24]=3[CH3:30])[CH3:19])[N:3]=1. The catalyst class is: 422. (4) Reactant: [Br:1][C:2]1[CH:7]=[C:6]([C:8]([CH3:11])([CH3:10])[CH3:9])[NH:5][C:4](=[O:12])[CH:3]=1.[H-].[Na+].I[CH2:16][CH:17]([CH3:19])[CH3:18]. Product: [Br:1][C:2]1[CH:3]=[C:4]([O:12][CH2:16][CH:17]([CH3:19])[CH3:18])[N:5]=[C:6]([C:8]([CH3:9])([CH3:11])[CH3:10])[CH:7]=1. The catalyst class is: 3. (5) Reactant: [OH:1][CH2:2][CH2:3][CH:4]1[CH2:9][CH2:8][S:7](=[O:11])(=[O:10])[CH2:6][CH2:5]1.CCN(C(C)C)C(C)C.[CH3:21][S:22](Cl)(=[O:24])=[O:23]. Product: [CH3:21][S:22]([O:1][CH2:2][CH2:3][CH:4]1[CH2:5][CH2:6][S:7](=[O:11])(=[O:10])[CH2:8][CH2:9]1)(=[O:24])=[O:23]. The catalyst class is: 34. (6) Reactant: [NH2:1][C:2]1[C:11]2[C:6](=[CH:7][CH:8]=[CH:9][CH:10]=2)[C:5]([S:12]([O-:15])(=[O:14])=[O:13])=[CH:4][CH:3]=1.[Na+].[N:17]([O-])=O.[Na+].OS(O)(=O)=O.Cl[Sn]Cl. Product: [NH:1]([C:2]1[C:11]2[C:6](=[CH:7][CH:8]=[CH:9][CH:10]=2)[C:5]([S:12]([OH:15])(=[O:13])=[O:14])=[CH:4][CH:3]=1)[NH2:17]. The catalyst class is: 223.